Dataset: Full USPTO retrosynthesis dataset with 1.9M reactions from patents (1976-2016). Task: Predict the reactants needed to synthesize the given product. (1) Given the product [OH:3][CH2:4][C:5]1[CH:6]=[C:7]([C:11]2[N:16]=[C:15]([C:17]([NH:19][C:20]3[C:25]([CH3:26])=[CH:24][N:23]=[C:22]([C:27]([OH:29])=[O:28])[C:21]=3[CH3:32])=[O:18])[C:14]([CH3:33])=[CH:13][CH:12]=2)[CH:8]=[CH:9][CH:10]=1, predict the reactants needed to synthesize it. The reactants are: [Li+].[OH-].[OH:3][CH2:4][C:5]1[CH:6]=[C:7]([C:11]2[N:16]=[C:15]([C:17]([NH:19][C:20]3[C:25]([CH3:26])=[CH:24][N:23]=[C:22]([C:27]([O:29]CC)=[O:28])[C:21]=3[CH3:32])=[O:18])[C:14]([CH3:33])=[CH:13][CH:12]=2)[CH:8]=[CH:9][CH:10]=1.Cl. (2) Given the product [ClH:1].[Cl:1][C:2]1[CH:10]=[CH:9][C:5]([C@@H:6]([OH:8])[CH2:7][N:12]([CH2:13][CH2:14][OH:15])[CH3:11])=[CH:4][CH:3]=1, predict the reactants needed to synthesize it. The reactants are: [Cl:1][C:2]1[CH:10]=[CH:9][C:5]([C@H:6]2[O:8][CH2:7]2)=[CH:4][CH:3]=1.[CH3:11][NH:12][CH2:13][CH2:14][OH:15]. (3) The reactants are: [CH2:1]([O:8][C:9](=[O:36])[C@H:10]([CH:33]([CH3:35])[CH3:34])[N:11]([CH2:18][C:19]1[CH:24]=[CH:23][C:22]([C:25]2[CH:30]=[CH:29][CH:28]=[CH:27][C:26]=2[C:31]#[N:32])=[CH:21][CH:20]=1)[C:12](=[O:17])[CH2:13][CH2:14][CH2:15][CH3:16])[C:2]1[CH:7]=[CH:6][CH:5]=[CH:4][CH:3]=1.C([Sn]([N:50]=[N+:51]=[N-:52])(CCCC)CCCC)CCC. Given the product [CH3:16][CH2:15][CH2:14][CH2:13][C:12]([N:11]([C@H:10]([C:9]([O:8][CH2:1][C:2]1[CH:7]=[CH:6][CH:5]=[CH:4][CH:3]=1)=[O:36])[CH:33]([CH3:35])[CH3:34])[CH2:18][C:19]1[CH:20]=[CH:21][C:22]([C:25]2[C:26]([C:31]3[N:52]=[N:51][NH:50][N:32]=3)=[CH:27][CH:28]=[CH:29][CH:30]=2)=[CH:23][CH:24]=1)=[O:17], predict the reactants needed to synthesize it. (4) Given the product [Cl:19][C:5]1[C:6]([NH:8][C:9]2[CH:18]=[CH:17][CH:16]=[CH:15][C:10]=2[C:11]([NH:13][CH3:14])=[O:12])=[N:7][C:2]([NH:20][C:21]2[C:26]3[NH:27][C:28](=[O:32])[CH2:29][CH2:30][CH2:31][C:25]=3[C:24]([O:33][CH3:34])=[CH:23][CH:22]=2)=[N:3][CH:4]=1, predict the reactants needed to synthesize it. The reactants are: Cl[C:2]1[N:7]=[C:6]([NH:8][C:9]2[CH:18]=[CH:17][CH:16]=[CH:15][C:10]=2[C:11]([NH:13][CH3:14])=[O:12])[C:5]([Cl:19])=[CH:4][N:3]=1.[NH2:20][C:21]1[C:26]2[NH:27][C:28](=[O:32])[CH2:29][CH2:30][CH2:31][C:25]=2[C:24]([O:33][CH3:34])=[CH:23][CH:22]=1. (5) Given the product [CH2:10]([NH:9][C@H:7]1[CH2:8][CH2:1][CH2:2][CH2:3][NH:4][C:5]1=[O:6])[CH:11]([CH3:13])[CH3:12], predict the reactants needed to synthesize it. The reactants are: [CH2:1]1[CH2:8][C@H:7]([NH2:9])[C:5](=[O:6])[NH:4][CH2:3][CH2:2]1.[CH:10](=O)[CH:11]([CH3:13])[CH3:12].[BH-](OC(C)=O)(OC(C)=O)OC(C)=O.[Na+].[OH-].[Na+]. (6) Given the product [OH:13][CH2:12][CH2:11][N:10]1[C:4]2[CH:3]=[C:2]([C:35]3[CH:34]=[N:33][NH:32][C:31]=3[CH3:30])[S:6][C:5]=2[C:7](=[O:8])[NH:9][C:15]1([CH3:20])[CH3:14], predict the reactants needed to synthesize it. The reactants are: Br[C:2]1[S:6][C:5]([C:7]([NH2:9])=[O:8])=[C:4]([NH:10][CH2:11][CH2:12][OH:13])[CH:3]=1.[CH3:14][C:15]1C=CC(S(O)(=O)=O)=C[CH:20]=1.C([O-])(O)=O.[Na+].[CH3:30][C:31]1[C:35](B2OC(C)(C)C(C)(C)O2)=[CH:34][N:33](C(OC(C)(C)C)=O)[N:32]=1.C(=O)([O-])[O-].[Na+].[Na+]. (7) Given the product [F:1][C:2]1[CH:3]=[C:4]([C:8]2[CH:13]=[C:12]([B:23]([OH:28])[OH:24])[C:11]([OH:14])=[CH:10][N:9]=2)[CH:5]=[CH:6][CH:7]=1, predict the reactants needed to synthesize it. The reactants are: [F:1][C:2]1[CH:3]=[C:4]([C:8]2[CH:13]=[CH:12][C:11]([O:14]COC)=[CH:10][N:9]=2)[CH:5]=[CH:6][CH:7]=1.C([Li])(C)(C)C.[B:23](OC(C)C)([O:28]C(C)C)[O:24]C(C)C. (8) Given the product [CH2:14]([N:21]1[C:25](/[CH:1]=[C:5](/[C:4]([O:12][CH3:13])=[O:11])\[CH2:6][C:7]([OH:9])=[O:8])=[CH:24][N:23]=[C:22]1[CH3:28])[C:15]1[CH:20]=[CH:19][CH:18]=[CH:17][CH:16]=1, predict the reactants needed to synthesize it. The reactants are: [CH3:1][O-].[Na+].[C:4]([O:12][CH3:13])(=[O:11])[CH2:5][CH2:6][C:7]([O:9]C)=[O:8].[CH2:14]([N:21]1[CH:25]=[CH:24][NH:23][C:22]1([CH3:28])C=O)[C:15]1[CH:20]=[CH:19][CH:18]=[CH:17][CH:16]=1. (9) Given the product [CH2:1]([C:3]1[N:7]([C:8]2[N:16]=[C:15]3[C:11]([N:12]=[C:13]([CH2:18][N:30]4[CH2:35][CH2:34][CH:33]([N:36]5[CH2:39][CH:38]([OH:40])[CH2:37]5)[CH2:32][CH2:31]4)[N:14]3[CH3:17])=[C:10]([N:20]3[CH2:25][CH2:24][O:23][CH2:22][CH2:21]3)[N:9]=2)[C:6]2[CH:26]=[CH:27][CH:28]=[CH:29][C:5]=2[N:4]=1)[CH3:2], predict the reactants needed to synthesize it. The reactants are: [CH2:1]([C:3]1[N:7]([C:8]2[N:16]=[C:15]3[C:11]([N:12]=[C:13]([CH:18]=O)[N:14]3[CH3:17])=[C:10]([N:20]3[CH2:25][CH2:24][O:23][CH2:22][CH2:21]3)[N:9]=2)[C:6]2[CH:26]=[CH:27][CH:28]=[CH:29][C:5]=2[N:4]=1)[CH3:2].[NH:30]1[CH2:35][CH2:34][CH:33]([N:36]2[CH2:39][CH:38]([OH:40])[CH2:37]2)[CH2:32][CH2:31]1.C(O[BH-](OC(=O)C)OC(=O)C)(=O)C.[Na+]. (10) Given the product [F:13][C:2]([F:1])([F:12])[C:3]1[C:11]2[CH2:10][CH2:9][CH2:8][CH2:7][C:6]=2[N:5]([CH:30]([CH2:36][CH3:37])[C:31]([O:33][CH2:34][CH3:35])=[O:32])[N:4]=1, predict the reactants needed to synthesize it. The reactants are: [F:1][C:2]([F:13])([F:12])[C:3]1[C:11]2[CH2:10][CH2:9][CH2:8][CH2:7][C:6]=2[NH:5][N:4]=1.C[Si]([N-][Si](C)(C)C)(C)C.[K+].C1COCC1.Br[CH:30]([CH2:36][CH3:37])[C:31]([O:33][CH2:34][CH3:35])=[O:32].